The task is: Predict the reaction yield, written as a fraction of the theoretical maximum amount of product (1.0 means a 100% yield; for example, 0.34 means a 34% yield).. This data is from Reaction yield outcomes from USPTO patents with 853,638 reactions. (1) The reactants are [NH2:1][C:2]1[NH:6][N:5]=[C:4]([CH3:7])[C:3]=1[C:8]1[S:9][C:10]2[CH:16]=[C:15]([S:17](Cl)(=[O:19])=[O:18])[CH:14]=[CH:13][C:11]=2[N:12]=1.C(N(CC)CC)C.[NH2:28][CH2:29][CH2:30][OH:31]. The catalyst is C(Cl)(Cl)Cl. The product is [OH:31][CH2:30][CH2:29][NH:28][S:17]([C:15]1[CH:14]=[CH:13][C:11]2[N:12]=[C:8]([C:3]3[C:4]([CH3:7])=[N:5][NH:6][C:2]=3[NH2:1])[S:9][C:10]=2[CH:16]=1)(=[O:19])=[O:18]. The yield is 0.160. (2) The reactants are O=P(Cl)(Cl)Cl.CN([CH:14]=[O:15])C1C=CC=CC=1.[CH2:16]([O:23][C:24]1[CH:29]=[CH:28][CH:27]=[C:26]([O:30][CH2:31][C:32]2[CH:37]=[CH:36][CH:35]=[CH:34][CH:33]=2)[C:25]=1[O:38][CH2:39][C:40]1[CH:45]=[CH:44][CH:43]=[CH:42][CH:41]=1)[C:17]1[CH:22]=[CH:21][CH:20]=[CH:19][CH:18]=1. The catalyst is CN(C=O)C. The product is [CH2:31]([O:30][C:26]1[C:25]([O:38][CH2:39][C:40]2[CH:45]=[CH:44][CH:43]=[CH:42][CH:41]=2)=[C:24]([O:23][CH2:16][C:17]2[CH:18]=[CH:19][CH:20]=[CH:21][CH:22]=2)[CH:29]=[CH:28][C:27]=1[CH:14]=[O:15])[C:32]1[CH:33]=[CH:34][CH:35]=[CH:36][CH:37]=1. The yield is 0.930. (3) The reactants are [CH3:1][O:2][C:3]1[CH:4]=[C:5]([P:12](=[O:15])([CH3:14])[CH3:13])[CH:6]=[CH:7][C:8]=1[N+:9]([O-])=O. The catalyst is CCO.[Pd]. The product is [CH3:14][P:12]([C:5]1[CH:6]=[CH:7][C:8]([NH2:9])=[C:3]([O:2][CH3:1])[CH:4]=1)([CH3:13])=[O:15]. The yield is 0.860. (4) The reactants are BrC1C=C2C(=CC=1F)NN=C2.[H-].[Na+].C(=O)=O.C([Li])CCC.CCCCCC.CN(C=O)C.Cl.[F:34][C:35]1[CH:43]=[C:42]2[C:38]([CH:39]=[N:40][NH:41]2)=[CH:37][C:36]=1[CH:44]=[O:45].[C:46]([O:50][C:51](O[C:51]([O:50][C:46]([CH3:49])([CH3:48])[CH3:47])=[O:52])=[O:52])([CH3:49])([CH3:48])[CH3:47]. The catalyst is O1CCCC1.CCOC(C)=O.CN(C1C=CN=CC=1)C.CC(C)=O. The product is [F:34][C:35]1[CH:43]=[C:42]2[C:38]([CH:39]=[N:40][N:41]2[C:51]([O:50][C:46]([CH3:49])([CH3:48])[CH3:47])=[O:52])=[CH:37][C:36]=1[CH:44]=[O:45]. The yield is 0.810. (5) The reactants are [CH:1]1[C:10]2[C:5](=[CH:6][CH:7]=[CH:8][CH:9]=2)[CH:4]=[CH:3][C:2]=1[CH2:11][O:12][CH:13]1[CH:18]([C:19]2[CH:24]=[CH:23][C:22]([CH2:25][O:26]C(C3C=CC=CC=3)(C3C=CC=CC=3)C3C=CC=CC=3)=[CH:21][CH:20]=2)[CH2:17][CH2:16][N:15](C(OC(C)(C)C)=O)[CH2:14]1.Cl. The catalyst is CO. The product is [CH:1]1[C:10]2[C:5](=[CH:6][CH:7]=[CH:8][CH:9]=2)[CH:4]=[CH:3][C:2]=1[CH2:11][O:12][CH:13]1[CH:18]([C:19]2[CH:20]=[CH:21][C:22]([CH2:25][OH:26])=[CH:23][CH:24]=2)[CH2:17][CH2:16][NH:15][CH2:14]1. The yield is 0.830. (6) The reactants are [Cl:1][C:2]1[CH:11]=[C:10]2[C:5]([C:6]([NH:12][CH:13]([CH3:23])[CH2:14][CH2:15][CH2:16][N:17]([CH2:21][CH3:22])[CH2:18][CH2:19][OH:20])=[CH:7][CH:8]=[N:9]2)=[CH:4][CH:3]=1.[C:24](Cl)(=[O:42])[CH2:25][CH2:26][CH2:27][CH2:28][CH2:29][CH2:30][CH2:31]/[CH:32]=[CH:33]/[CH2:34][CH2:35][CH2:36][CH2:37][CH2:38][CH2:39][CH2:40][CH3:41].CO. The catalyst is ClCCl. The product is [Cl:1][C:2]1[CH:11]=[C:10]2[C:5]([C:6]([NH:12][CH:13]([CH3:23])[CH2:14][CH2:15][CH2:16][N:17]([CH2:21][CH3:22])[CH2:18][CH2:19][O:20][C:24](=[O:42])[CH2:25][CH2:26][CH2:27][CH2:28][CH2:29][CH2:30][CH2:31]/[CH:32]=[CH:33]/[CH2:34][CH2:35][CH2:36][CH2:37][CH2:38][CH2:39][CH2:40][CH3:41])=[CH:7][CH:8]=[N:9]2)=[CH:4][CH:3]=1. The yield is 0.210. (7) The yield is 0.740. No catalyst specified. The product is [CH3:29][S:26]([N:23]1[CH2:22][CH2:21][CH:20]([N:10]([C:11]([CH:13]2[CH2:14][CH2:15][CH:16]([CH3:19])[CH2:17][CH2:18]2)=[O:12])[C:9]2[CH:8]=[C:7]([C:30]3[CH:35]=[CH:34][CH:33]=[CH:32][CH:31]=3)[S:6][C:5]=2[C:3]([OH:4])=[O:2])[CH2:25][CH2:24]1)(=[O:27])=[O:28]. The reactants are C[O:2][C:3]([C:5]1[S:6][C:7]([C:30]2[CH:35]=[CH:34][CH:33]=[CH:32][CH:31]=2)=[CH:8][C:9]=1[N:10]([CH:20]1[CH2:25][CH2:24][N:23]([S:26]([CH3:29])(=[O:28])=[O:27])[CH2:22][CH2:21]1)[C:11]([CH:13]1[CH2:18][CH2:17][CH:16]([CH3:19])[CH2:15][CH2:14]1)=[O:12])=[O:4].[OH-].[Li+].